The task is: Binary Classification. Given a drug SMILES string, predict its activity (active/inactive) in a high-throughput screening assay against a specified biological target.. This data is from HIV replication inhibition screening data with 41,000+ compounds from the AIDS Antiviral Screen. (1) The drug is O=c1ccn(CC2COC(CP(=O)(O)O)O2)c(=O)[nH]1.[NaH]. The result is 0 (inactive). (2) The molecule is O=c1[nH][nH]c(=O)n1N=Cc1ccccc1. The result is 0 (inactive). (3) The molecule is CC12CC(C#N)(C#N)C(C#N)(CO1)C(=N)O2. The result is 0 (inactive). (4) The compound is CSc1c(S(C)=O)[nH]c2cc(Br)cc(Br)c12. The result is 0 (inactive). (5) The drug is I.O=C(NNC1=NCCCN1)Nc1ccccc1. The result is 0 (inactive). (6) The molecule is Cc1cn(C2CC(CO)N(CCO)O2)c(=O)[nH]c1=O. The result is 0 (inactive). (7) The compound is O=C(Nn1c(=O)c(=O)oc2ccccc21)C(F)(F)F. The result is 0 (inactive). (8) The molecule is CCOP(=O)(CCC(O)CNc1nc(N)nc(Cl)c1N=Nc1ccc(Cl)cc1)OCC. The result is 0 (inactive).